Dataset: Forward reaction prediction with 1.9M reactions from USPTO patents (1976-2016). Task: Predict the product of the given reaction. (1) Given the reactants Cl.[CH3:2][C:3]1[CH:8]=[CH:7][CH:6]=[CH:5][C:4]=1[N:9]1[C:14](=[O:15])[CH:13]=[CH:12][C:11]([C:16]2[C:17]([C:25]3[CH:30]=[CH:29][CH:28]=[CH:27][CH:26]=3)=[N:18][N:19]3[CH2:24][CH2:23][NH:22][CH2:21][C:20]=23)=[N:10]1.[C:31](OC(=O)C)(=[O:33])[CH3:32].C(N(C(C)C)C(C)C)C, predict the reaction product. The product is: [C:31]([N:22]1[CH2:23][CH2:24][N:19]2[N:18]=[C:17]([C:25]3[CH:30]=[CH:29][CH:28]=[CH:27][CH:26]=3)[C:16]([C:11]3[CH:12]=[CH:13][C:14](=[O:15])[N:9]([C:4]4[CH:5]=[CH:6][CH:7]=[CH:8][C:3]=4[CH3:2])[N:10]=3)=[C:20]2[CH2:21]1)(=[O:33])[CH3:32]. (2) Given the reactants [C:1](C1NC=CN=1)(C1NC=CN=1)=[O:2].[CH2:13]([C:15]1[CH:21]=[CH:20][CH:19]=[CH:18][C:16]=1[NH2:17])[CH3:14].CON(C)[C:25](=O)[C@H:26]([CH2:28][CH2:29][CH2:30][CH3:31])[NH2:27], predict the reaction product. The product is: [CH2:13]([C:15]1[CH:21]=[CH:20][CH:19]=[CH:18][C:16]=1[N:17]1[CH:25]=[C:26]([CH2:28][CH2:29][CH2:30][CH3:31])[NH:27][C:1]1=[O:2])[CH3:14].